From a dataset of Full USPTO retrosynthesis dataset with 1.9M reactions from patents (1976-2016). Predict the reactants needed to synthesize the given product. Given the product [N:5]12[CH2:8][C:2]([O:1][C:25](=[O:26])[N:24]([CH2:17][C:18]3[CH:23]=[CH:22][CH:21]=[CH:20][CH:19]=3)[C:28]3[CH:33]=[CH:32][CH:31]=[CH:30][CH:29]=3)([CH2:7][CH2:6]1)[CH2:3][CH2:4]2, predict the reactants needed to synthesize it. The reactants are: [OH:1][C:2]12[CH2:8][N:5]([CH2:6][CH2:7]1)[CH2:4][CH2:3]2.[Li+].CC([N-]C(C)C)C.[CH2:17]([N:24]([C:28]1[CH:33]=[CH:32][CH:31]=[CH:30][CH:29]=1)[C:25](Cl)=[O:26])[C:18]1[CH:23]=[CH:22][CH:21]=[CH:20][CH:19]=1.C([O-])=O.